From a dataset of Reaction yield outcomes from USPTO patents with 853,638 reactions. Predict the reaction yield, written as a fraction of the theoretical maximum amount of product (1.0 means a 100% yield; for example, 0.34 means a 34% yield). (1) The reactants are CN(C)CCO.[Li]CCCC.[CH:12]1([C:15]2[CH:16]=[N:17][CH:18]=[CH:19][C:20]=2[O:21][CH2:22][CH:23]2[CH2:25][CH2:24]2)[CH2:14][CH2:13]1.[C:26](=[O:28])=[O:27]. The catalyst is CCCCCC.C(OCC)C. The product is [CH:12]1([C:15]2[C:20]([O:21][CH2:22][CH:23]3[CH2:24][CH2:25]3)=[CH:19][C:18]([C:26]([OH:28])=[O:27])=[N:17][CH:16]=2)[CH2:14][CH2:13]1. The yield is 0.660. (2) The reactants are I[C:2]1[C:10]2[C:5](=[CH:6][C:7]([CH:11]3[C:13]4([C:21]5[C:16](=[CH:17][CH:18]=[C:19]([NH:22]C(=O)OC(C)(C)C)[CH:20]=5)[NH:15][C:14]4=[O:30])[CH2:12]3)=[CH:8][CH:9]=2)[NH:4][N:3]=1.[CH3:31][N:32]1[CH2:37][CH2:36][N:35]([C:38]2[CH:43]=[CH:42][C:41](B3OC(C)(C)C(C)(C)O3)=[CH:40][CH:39]=2)[CH2:34][CH2:33]1.C(O)(C(F)(F)F)=O. The catalyst is C(Cl)Cl. The product is [NH2:22][C:19]1[CH:20]=[C:21]2[C:16](=[CH:17][CH:18]=1)[NH:15][C:14](=[O:30])[C:13]12[CH2:12][CH:11]1[C:7]1[CH:6]=[C:5]2[C:10]([C:2]([C:41]3[CH:40]=[CH:39][C:38]([N:35]4[CH2:34][CH2:33][N:32]([CH3:31])[CH2:37][CH2:36]4)=[CH:43][CH:42]=3)=[N:3][NH:4]2)=[CH:9][CH:8]=1. The yield is 0.150. (3) The reactants are [O:1]1[CH2:6][CH2:5][N:4]([C:7]2[CH:8]=[C:9]([CH:18]=[CH:19][CH:20]=2)[O:10][C:11]2[C:12]([NH2:17])=[N:13][CH:14]=[CH:15][CH:16]=2)[CH2:3][CH2:2]1.[Br:21]Br. The catalyst is C(O)(=O)C. The product is [Br:21][C:18]1[CH:19]=[CH:20][C:7]([N:4]2[CH2:5][CH2:6][O:1][CH2:2][CH2:3]2)=[CH:8][C:9]=1[O:10][C:11]1[C:12]([NH2:17])=[N:13][CH:14]=[CH:15][CH:16]=1. The yield is 0.770. (4) The reactants are [Cl:1][C:2]1[CH:7]=[C:6]([Cl:8])[N:5]=[C:4]([N:9]2[CH2:14][CH2:13][O:12][CH2:11][CH2:10]2)[CH:3]=1.[N+:15]([O-])([O-:17])=[O:16].[K+].[OH-].[Na+]. The catalyst is S(=O)(=O)(O)O. The product is [Cl:1][C:2]1[C:7]([N+:15]([O-:17])=[O:16])=[C:6]([Cl:8])[N:5]=[C:4]([N:9]2[CH2:10][CH2:11][O:12][CH2:13][CH2:14]2)[CH:3]=1. The yield is 0.490. (5) The reactants are [N:1]1[CH:6]=[CH:5][CH:4]=[C:3]([C:7]2[N:23]=[C:10]3[CH:11]=[C:12]([NH:15]C(=O)OC(C)(C)C)[CH:13]=[CH:14][N:9]3[N:8]=2)[CH:2]=1.Cl. No catalyst specified. The product is [N:1]1[CH:6]=[CH:5][CH:4]=[C:3]([C:7]2[N:23]=[C:10]3[CH:11]=[C:12]([NH2:15])[CH:13]=[CH:14][N:9]3[N:8]=2)[CH:2]=1. The yield is 0.920. (6) The catalyst is Cl.O. The product is [OH:3][C:2]1[N:1]=[C:4]([CH3:11])[CH:5]=[C:6]([OH:10])[C:7]=1[C:8]#[N:9]. The reactants are [NH2:1][C:2]1[O:3][C:4]([CH3:11])=[CH:5][C:6](=[O:10])[C:7]=1[C:8]#[N:9]. The yield is 0.660.